From a dataset of Forward reaction prediction with 1.9M reactions from USPTO patents (1976-2016). Predict the product of the given reaction. Given the reactants [NH2:1][CH2:2][C:3]1[CH:8]=[CH:7][C:6]([C:9]([CH3:15])([CH3:14])[C:10]([O:12][CH3:13])=[O:11])=[CH:5][CH:4]=1.C(N(CC)CC)C.[C:23](Cl)(=[O:25])[CH3:24].O, predict the reaction product. The product is: [C:23]([NH:1][CH2:2][C:3]1[CH:4]=[CH:5][C:6]([C:9]([CH3:15])([CH3:14])[C:10]([O:12][CH3:13])=[O:11])=[CH:7][CH:8]=1)(=[O:25])[CH3:24].